Dataset: Forward reaction prediction with 1.9M reactions from USPTO patents (1976-2016). Task: Predict the product of the given reaction. Given the reactants [C:1]([CH2:3][CH2:4][CH2:5][CH2:6][N:7]([CH2:20][CH2:21][CH2:22][CH2:23][C:24]#[N:25])[S:8]([C:11]1[C:16]([CH3:17])=[CH:15][C:14]([CH3:18])=[CH:13][C:12]=1[CH3:19])(=[O:10])=[O:9])#[N:2].N.[H][H].[NH4+].[OH-:30], predict the reaction product. The product is: [NH4+:2].[OH-:9].[CH3:23][CH2:24][OH:30].[C:12]1([CH3:19])[CH:13]=[C:14]([CH3:18])[CH:15]=[C:16]([CH3:17])[C:11]=1[S:8]([N:7]([CH2:20][CH2:21][CH2:22][CH2:23][CH2:24][NH2:25])[CH2:6][CH2:5][CH2:4][CH2:3][CH2:1][NH2:2])(=[O:9])=[O:10].